From a dataset of Catalyst prediction with 721,799 reactions and 888 catalyst types from USPTO. Predict which catalyst facilitates the given reaction. (1) Reactant: [Br:1][C:2]1[CH:3]=[N:4][C:5](Cl)=[N:6][CH:7]=1.[NH:9]1[CH2:14][CH2:13][O:12][CH2:11][CH2:10]1.C(N(C(C)C)CC)(C)C.[Cl-].[NH4+]. Product: [Br:1][C:2]1[CH:3]=[N:4][C:5]([N:9]2[CH2:14][CH2:13][O:12][CH2:11][CH2:10]2)=[N:6][CH:7]=1. The catalyst class is: 10. (2) Reactant: [NH2:1][C:2]1[N:7]=[C:6]([C:8]2[CH:15]=[CH:14][C:11]([C:12]#[N:13])=[C:10]([F:16])[CH:9]=2)[CH:5]=[C:4]([N:17]2[CH2:22][C@@H:21]([NH2:23])[CH2:20][CH2:19][C@H:18]2[CH3:24])[N:3]=1.[C:25]([O-:28])(O)=[O:26].[Na+]. Product: [C:8]1([CH2:6][O:28][C:25](=[O:26])[NH:23][C@H:21]2[CH2:20][CH2:19][C@@H:18]([CH3:24])[N:17]([C:4]3[CH:5]=[C:6]([C:8]4[CH:15]=[CH:14][C:11]([C:12]#[N:13])=[C:10]([F:16])[CH:9]=4)[N:7]=[C:2]([NH2:1])[N:3]=3)[CH2:22]2)[CH:15]=[CH:14][CH:11]=[CH:10][CH:9]=1. The catalyst class is: 20. (3) Product: [N:20]1([CH2:19][C:16]2[CH:17]=[CH:18][C:13]([CH2:12][N:6]3[CH:7]=[C:8]([C:9]#[N:10])[C:4]([NH2:3])=[N:5]3)=[CH:14][CH:15]=2)[CH:24]=[CH:23][CH:22]=[N:21]1. The catalyst class is: 7. Reactant: [H-].[Na+].[NH2:3][C:4]1[C:8]([C:9]#[N:10])=[CH:7][NH:6][N:5]=1.Br[CH2:12][C:13]1[CH:18]=[CH:17][C:16]([CH2:19][N:20]2[CH:24]=[CH:23][CH:22]=[N:21]2)=[CH:15][CH:14]=1. (4) Reactant: [F:1][C:2]1[C:7]([N+:8]([O-])=O)=[CH:6][C:5]([N:11]2[CH2:20][C:19]3[C:14](=[N:15][C:16]([S:21][CH3:22])=[N:17][CH:18]=3)[N:13]([CH3:23])[C:12]2=[O:24])=[C:4]([CH3:25])[CH:3]=1.Cl. Product: [NH2:8][C:7]1[C:2]([F:1])=[CH:3][C:4]([CH3:25])=[C:5]([N:11]2[CH2:20][C:19]3[C:14](=[N:15][C:16]([S:21][CH3:22])=[N:17][CH:18]=3)[N:13]([CH3:23])[C:12]2=[O:24])[CH:6]=1. The catalyst class is: 447. (5) Reactant: C([O:3][C:4](=[O:33])[CH2:5][NH:6][C:7]([C:9]1[C:14](=[O:15])[N:13]([CH2:16][C:17]2[CH:22]=[CH:21][CH:20]=[CH:19][C:18]=2[C:23]([F:26])([F:25])[F:24])[C:12]([OH:27])=[C:11]([C:28](OC)=[O:29])[C:10]=1[OH:32])=[O:8])C.C(N(C(C)C)CC)(C)C.Cl.[CH:44]1([CH2:47][CH2:48][NH2:49])[CH2:46][CH2:45]1. Product: [CH:44]1([CH2:47][CH2:48][NH:49][C:28]([C:11]2[C:10]([OH:32])=[C:9]([C:7]([NH:6][CH2:5][C:4]([OH:3])=[O:33])=[O:8])[C:14](=[O:15])[N:13]([CH2:16][C:17]3[CH:22]=[CH:21][CH:20]=[CH:19][C:18]=3[C:23]([F:25])([F:26])[F:24])[C:12]=2[OH:27])=[O:29])[CH2:46][CH2:45]1. The catalyst class is: 22. (6) Reactant: [NH2:1][C:2]1[CH:7]=[CH:6][CH:5]=[CH:4][C:3]=1[NH:8][C:9]([C:11]1[CH:16]=[CH:15][C:14]([CH2:17][N:18]([CH2:36][CH2:37][CH2:38][CH2:39][CH2:40][N:41]2[CH2:46][CH2:45][O:44][CH2:43][CH2:42]2)[C:19]([NH:21][C:22]2[CH:27]=[CH:26][C:25]([O:28]CC3C=CC=CC=3)=[CH:24][CH:23]=2)=[O:20])=[CH:13][N:12]=1)=[O:10].C(OCC)(=O)C. Product: [NH2:1][C:2]1[CH:7]=[CH:6][CH:5]=[CH:4][C:3]=1[NH:8][C:9]([C:11]1[CH:16]=[CH:15][C:14]([CH2:17][N:18]([CH2:36][CH2:37][CH2:38][CH2:39][CH2:40][N:41]2[CH2:46][CH2:45][O:44][CH2:43][CH2:42]2)[C:19]([NH:21][C:22]2[CH:27]=[CH:26][C:25]([OH:28])=[CH:24][CH:23]=2)=[O:20])=[CH:13][N:12]=1)=[O:10]. The catalyst class is: 43. (7) Reactant: [C:1]1([C:7]2[CH:12]=[C:11]([CH2:13][CH2:14][S:15](=[O:20])(=[O:19])[N:16]([CH3:18])[CH3:17])[CH:10]=[CH:9][C:8]=2[NH:21][C:22]([C:24]2[N:25](COCC[Si](C)(C)C)[CH:26]=[C:27]([C:29]#[N:30])[N:28]=2)=[O:23])[CH2:6][CH2:5][CH2:4][CH2:3][CH:2]=1.CCO.C(O)(C(F)(F)F)=O.CO. Product: [C:1]1([C:7]2[CH:12]=[C:11]([CH2:13][CH2:14][S:15](=[O:19])(=[O:20])[N:16]([CH3:17])[CH3:18])[CH:10]=[CH:9][C:8]=2[NH:21][C:22]([C:24]2[NH:25][CH:26]=[C:27]([C:29]#[N:30])[N:28]=2)=[O:23])[CH2:6][CH2:5][CH2:4][CH2:3][CH:2]=1. The catalyst class is: 2. (8) Product: [NH:29]1[CH2:30][CH2:31][CH2:32][CH2:33][CH:27]([NH:26][C:24](=[O:25])[C:23]2[CH:41]=[CH:42][C:20]([NH:19][C:9]3[N:8]=[C:7]4[C:12]([N:13]([CH3:18])[C:14](=[O:17])[CH2:15][CH2:16][N:6]4[CH:1]4[CH2:5][CH2:4][CH2:3][CH2:2]4)=[CH:11][N:10]=3)=[C:21]([O:43][CH3:44])[CH:22]=2)[CH2:28]1. The catalyst class is: 2. Reactant: [CH:1]1([N:6]2[CH2:16][CH2:15][C:14](=[O:17])[N:13]([CH3:18])[C:12]3[C:7]2=[N:8][C:9]([NH:19][C:20]2[CH:42]=[CH:41][C:23]([C:24]([NH:26][CH:27]4[CH2:33][CH2:32][CH2:31][CH2:30][N:29](C(OC(C)(C)C)=O)[CH2:28]4)=[O:25])=[CH:22][C:21]=2[O:43][CH3:44])=[N:10][CH:11]=3)[CH2:5][CH2:4][CH2:3][CH2:2]1.C(O)(C(F)(F)F)=O.